Dataset: Forward reaction prediction with 1.9M reactions from USPTO patents (1976-2016). Task: Predict the product of the given reaction. Given the reactants [Cl-].[Br:2][C:3]1[CH:8]=[CH:7][C:6]([CH:9]([NH3+:22])[C:10]([C@@H:12]2[CH2:17][CH2:16][CH2:15][CH2:14][C@H:13]2[C:18]([O:20][CH3:21])=[O:19])=[O:11])=[CH:5][CH:4]=1.[C:23](Cl)(=[O:28])[C:24]([CH3:27])([CH3:26])[CH3:25].CCN(C(C)C)C(C)C, predict the reaction product. The product is: [Br:2][C:3]1[CH:8]=[CH:7][C:6]([CH:9]([NH:22][C:23](=[O:28])[C:24]([CH3:27])([CH3:26])[CH3:25])[C:10]([C@@H:12]2[CH2:17][CH2:16][CH2:15][CH2:14][C@H:13]2[C:18]([O:20][CH3:21])=[O:19])=[O:11])=[CH:5][CH:4]=1.